Dataset: Experimental lipophilicity measurements (octanol/water distribution) for 4,200 compounds from AstraZeneca. Task: Regression/Classification. Given a drug SMILES string, predict its absorption, distribution, metabolism, or excretion properties. Task type varies by dataset: regression for continuous measurements (e.g., permeability, clearance, half-life) or binary classification for categorical outcomes (e.g., BBB penetration, CYP inhibition). For this dataset (lipophilicity_astrazeneca), we predict Y. (1) The molecule is O=C(CO)N1CCC[C@@H]1COc1cccc2ncnc(Nc3ccc(OCc4ccccn4)c(Cl)c3)c12. The Y is 3.71 logD. (2) The compound is N#Cc1nc(N2CCOCC2)nc(N2CCOCC2)n1. The Y is 1.51 logD. (3) The compound is COc1cc(-n2nnc3cc(-c4ccc(Cl)cc4)sc3c2=O)ccc1N1CC[C@@H](O)C1. The Y is 3.15 logD. (4) The Y is 1.40 logD. The compound is CN(C)CCCC(NC(=O)C1(N)CCN(c2ncnc3[nH]ccc23)CC1)c1ccc(Cl)cc1. (5) The molecule is N#C/C(=C(/N)Sc1ccc(N)cc1)c1ccccc1C(F)(F)F. The Y is 3.30 logD. (6) The drug is O=C(Nc1cc(-c2ccncc2)c[nH]c1=O)[C@H](Cc1ccccc1)NC1(c2ccccn2)CC1. The Y is 3.44 logD.